From a dataset of Catalyst prediction with 721,799 reactions and 888 catalyst types from USPTO. Predict which catalyst facilitates the given reaction. (1) Reactant: [C:1]1([C:7]2[N:12]=[CH:11][C:10]([C:13]([OH:15])=O)=[CH:9][N:8]=2)[CH:6]=[CH:5][CH:4]=[CH:3][CH:2]=1.CN(C)CCCN=C=NCC.ON1C2C=CC=CC=2N=N1.[NH2:37][N:38]1[CH:42]=[N:41][N:40]=[CH:39]1. Product: [N:41]1[N:40]=[CH:39][N:38]([NH:37][C:13]([C:10]2[CH:11]=[N:12][C:7]([C:1]3[CH:2]=[CH:3][CH:4]=[CH:5][CH:6]=3)=[N:8][CH:9]=2)=[O:15])[CH:42]=1. The catalyst class is: 2. (2) Reactant: CCN(CC)CC.[CH3:8][S:9](Cl)(=[O:11])=[O:10].[NH2:13][C:14]1[CH:15]=[C:16]([CH:40]=[CH:41][CH:42]=1)[CH2:17][C:18]1[C:19](=[O:39])[O:20][C:21]2[CH:31]=[C:30]([O:32][C:33](=[O:37])[N:34]([CH3:36])[CH3:35])[C:29]([Cl:38])=[CH:28][C:22]=2[C:23]=1[CH2:24][C:25](=[O:27])[NH2:26]. Product: [C:25]([CH2:24][C:23]1[C:22]2[CH:28]=[C:29]([Cl:38])[C:30]([O:32][C:33](=[O:37])[N:34]([CH3:35])[CH3:36])=[CH:31][C:21]=2[O:20][C:19](=[O:39])[C:18]=1[CH2:17][C:16]1[CH:40]=[CH:41][CH:42]=[C:14]([NH:13][S:9]([CH3:8])(=[O:11])=[O:10])[CH:15]=1)(=[O:27])[NH2:26]. The catalyst class is: 2. (3) Reactant: [C:1]([O:5][C:6]([NH:8][C@@H:9]([CH2:14][CH2:15][CH2:16][C@H:17]([CH2:27][CH2:28][S:29][CH3:30])[C@@H:18]([O:22][CH2:23][CH:24]([CH3:26])[CH3:25])[C@@H:19]([OH:21])[CH3:20])[C:10]([O:12]C)=[O:11])=[O:7])([CH3:4])([CH3:3])[CH3:2]. Product: [C:1]([O:5][C:6]([NH:8][C@@H:9]([CH2:14][CH2:15][CH2:16][C@H:17]([CH2:27][CH2:28][S:29][CH3:30])[C@@H:18]([O:22][CH2:23][CH:24]([CH3:25])[CH3:26])[C@@H:19]([OH:21])[CH3:20])[C:10]([OH:12])=[O:11])=[O:7])([CH3:2])([CH3:4])[CH3:3]. The catalyst class is: 20. (4) The catalyst class is: 49. Reactant: [N+:1]([C:4]1[CH:9]=[C:8]([C:10]([CH3:13])([CH3:12])[CH3:11])[CH:7]=[CH:6][C:5]=1[OH:14])([O-:3])=[O:2].[CH3:15][N:16]([CH3:20])[CH2:17][CH2:18]O.C1C=CC(P(C2C=CC=CC=2)C2C=CC=CC=2)=CC=1.CCOC(/N=N/C(OCC)=O)=O. Product: [C:10]([C:8]1[CH:7]=[CH:6][C:5]([O:14][CH2:18][CH2:17][N:16]([CH3:20])[CH3:15])=[C:4]([N+:1]([O-:3])=[O:2])[CH:9]=1)([CH3:11])([CH3:13])[CH3:12]. (5) The catalyst class is: 4. Product: [Cl:15][C:16]1[CH:17]=[C:18]([NH:19][S:2]([C:5]2[CH:6]=[C:7]3[C:11](=[CH:12][CH:13]=2)[NH:10][C:9](=[O:14])[CH2:8]3)(=[O:4])=[O:3])[CH:20]=[CH:21][CH:22]=1. Reactant: Cl[S:2]([C:5]1[CH:6]=[C:7]2[C:11](=[CH:12][CH:13]=1)[NH:10][C:9](=[O:14])[CH2:8]2)(=[O:4])=[O:3].[Cl:15][C:16]1[CH:17]=[C:18]([CH:20]=[CH:21][CH:22]=1)[NH2:19].N1C=CC=CC=1.